Dataset: Reaction yield outcomes from USPTO patents with 853,638 reactions. Task: Predict the reaction yield, written as a fraction of the theoretical maximum amount of product (1.0 means a 100% yield; for example, 0.34 means a 34% yield). (1) The reactants are [NH:1]1[CH:5]=[CH:4][C:3]([CH2:6][C:7]#[N:8])=[N:2]1.[CH:9](=[C:16]([C:19]#[N:20])[C:17]#[N:18])[C:10]1[CH:15]=[CH:14][CH:13]=[CH:12][CH:11]=1.N1CCCCC1. The catalyst is CCO. The product is [NH2:20][C:19]1[N:2]2[N:1]=[CH:5][CH:4]=[C:3]2[C:6]([C:7]#[N:8])=[C:9]([C:10]2[CH:11]=[CH:12][CH:13]=[CH:14][CH:15]=2)[C:16]=1[C:17]#[N:18]. The yield is 0.140. (2) The reactants are [NH2:1][C:2]1[CH:7]=[CH:6][CH:5]=[CH:4][C:3]=1[S:8][C:9]1[CH:17]=[CH:16][CH:15]=[CH:14][C:10]=1[C:11](O)=[O:12].C(Cl)CCl.C1C=CC2N(O)N=NC=2C=1. The catalyst is CN(C1C=CN=CC=1)C.CC#N. The product is [CH:14]1[C:10]2[C:11](=[O:12])[NH:1][C:2]3[CH:7]=[CH:6][CH:5]=[CH:4][C:3]=3[S:8][C:9]=2[CH:17]=[CH:16][CH:15]=1. The yield is 0.630. (3) The reactants are [CH:1]1([C@@H:6]2[NH:11][C:10](=[O:12])[C@H:9]([CH2:13][CH:14]([CH3:16])[CH3:15])[NH:8][CH2:7]2)[CH2:5][CH2:4][CH2:3][CH2:2]1.[Cl:17][C:18]1[CH:23]=[CH:22][C:21]([C:24]2[O:28][N:27]=[C:26]([C:29](O)=[O:30])[CH:25]=2)=[CH:20][C:19]=1[F:32].C([C@@H]1N(C(=O)/C=C/C2C=CC=CC=2)C[C@H](CC(C)C)NC1=O)C(C)C. No catalyst specified. The product is [Cl:17][C:18]1[CH:23]=[CH:22][C:21]([C:24]2[O:28][N:27]=[C:26]([C:29]([N:8]3[CH2:7][C@H:6]([CH:1]4[CH2:2][CH2:3][CH2:4][CH2:5]4)[NH:11][C:10](=[O:12])[C@@H:9]3[CH2:13][CH:14]([CH3:16])[CH3:15])=[O:30])[CH:25]=2)=[CH:20][C:19]=1[F:32]. The yield is 0.924. (4) The reactants are Cl[C:2]1[CH:15]=[CH:14][C:13]2[C:4](=[C:5]3[C:10](=[CH:11][CH:12]=2)[CH:9]=[CH:8][C:7]([Cl:16])=[N:6]3)[N:3]=1.[C:17]1(B(O)O)[CH:22]=[CH:21][CH:20]=[CH:19][CH:18]=1.C([O-])([O-])=O.[Na+].[Na+].CCO. The catalyst is C1(C)C=CC=CC=1. The product is [Cl:16][C:7]1[CH:8]=[CH:9][C:10]2[C:5](=[C:4]3[C:13](=[CH:12][CH:11]=2)[CH:14]=[CH:15][C:2]([C:17]2[CH:22]=[CH:21][CH:20]=[CH:19][CH:18]=2)=[N:3]3)[N:6]=1. The yield is 0.410. (5) The catalyst is C(Cl)Cl.CCOC(C)=O. The yield is 0.640. The product is [Cl:1][C:2]1[CH:3]=[CH:4][C:5]([S:21][CH2:22][C:23]2[CH:28]=[CH:27][CH:26]=[C:25]([OH:29])[CH:24]=2)=[C:6]([NH:8][S:9]([C:12]2[O:13][C:14]3[CH:20]=[CH:19][CH:18]=[CH:17][C:15]=3[CH:16]=2)(=[O:11])=[O:10])[CH:7]=1. The reactants are [Cl:1][C:2]1[CH:3]=[CH:4][C:5]([S:21][CH2:22][C:23]2[CH:28]=[CH:27][CH:26]=[C:25]([O:29]C)[CH:24]=2)=[C:6]([NH:8][S:9]([C:12]2[O:13][C:14]3[CH:20]=[CH:19][CH:18]=[CH:17][C:15]=3[CH:16]=2)(=[O:11])=[O:10])[CH:7]=1.B(Br)(Br)Br.